Dataset: Blood-brain barrier permeability classification from the B3DB database. Task: Regression/Classification. Given a drug SMILES string, predict its absorption, distribution, metabolism, or excretion properties. Task type varies by dataset: regression for continuous measurements (e.g., permeability, clearance, half-life) or binary classification for categorical outcomes (e.g., BBB penetration, CYP inhibition). Dataset: b3db_classification. The drug is Cc1onc(-c2c(F)cccc2Cl)c1C(=O)N[C@@H]1C(=O)N2[C@@H](C(=O)O)C(C)(C)S[C@H]12. The result is 0 (does not penetrate BBB).